From a dataset of Forward reaction prediction with 1.9M reactions from USPTO patents (1976-2016). Predict the product of the given reaction. (1) Given the reactants [F:1][C:2]1[CH:3]=[C:4]([CH:6]=[C:7]([F:9])[CH:8]=1)[NH2:5].[CH3:10][O:11][C:12](=[O:17])[CH:13]=[CH:14][O:15]C.[CH3:18][O-].[Na+].[Cl-].[NH4+].Cl, predict the reaction product. The product is: [F:1][C:2]1[CH:3]=[C:4]([NH:5][C:14](=[O:15])[CH2:13][CH:12]([O:17][CH3:18])[O:11][CH3:10])[CH:6]=[C:7]([F:9])[CH:8]=1. (2) Given the reactants [NH2:1][C:2]1[CH:3]=[C:4]([C:9]([N:11]2[CH2:16][CH2:15][C@H:14]([C:17]3[CH:22]=[CH:21][C:20]([C:23]4[N:24]([CH3:28])[N:25]=[CH:26][CH:27]=4)=[CH:19][CH:18]=3)[C@@H:13]([CH3:29])[CH2:12]2)=[O:10])[CH:5]=[CH:6][C:7]=1[CH3:8].N1C=CC=CC=1.[Cl:36][C:37]1[CH:45]=[CH:44][C:40]([C:41](Cl)=[O:42])=[CH:39][N:38]=1, predict the reaction product. The product is: [Cl:36][C:37]1[CH:45]=[CH:44][C:40]([C:41]([NH:1][C:2]2[CH:3]=[C:4]([C:9]([N:11]3[CH2:16][CH2:15][C@H:14]([C:17]4[CH:22]=[CH:21][C:20]([C:23]5[N:24]([CH3:28])[N:25]=[CH:26][CH:27]=5)=[CH:19][CH:18]=4)[C@@H:13]([CH3:29])[CH2:12]3)=[O:10])[CH:5]=[CH:6][C:7]=2[CH3:8])=[O:42])=[CH:39][N:38]=1. (3) Given the reactants Cl[C:2]1[N:7]=[C:6]([C:8]2[N:12]3[CH:13]=[CH:14][CH:15]=[CH:16][C:11]3=[N:10][C:9]=2[C:17]2[CH:18]=[CH:19][C:20]([O:34][CH3:35])=[C:21]([CH:33]=2)[C:22]([NH:24][C:25]2[C:30]([F:31])=[CH:29][CH:28]=[CH:27][C:26]=2[F:32])=[O:23])[CH:5]=[CH:4][N:3]=1.[CH3:36][O:37][C:38]1[CH:44]=[C:43]([CH:45]2[CH2:50][CH2:49][N:48]([CH2:51][CH2:52][CH3:53])[CH2:47][CH2:46]2)[CH:42]=[CH:41][C:39]=1[NH2:40].C1(C)C=CC(S(O)(=O)=O)=CC=1.C[O-].[Na+], predict the reaction product. The product is: [F:32][C:26]1[CH:27]=[CH:28][CH:29]=[C:30]([F:31])[C:25]=1[NH:24][C:22](=[O:23])[C:21]1[CH:33]=[C:17]([C:9]2[N:10]=[C:11]3[CH:16]=[CH:15][CH:14]=[CH:13][N:12]3[C:8]=2[C:6]2[CH:5]=[CH:4][N:3]=[C:2]([NH:40][C:39]3[CH:41]=[CH:42][C:43]([CH:45]4[CH2:46][CH2:47][N:48]([CH2:51][CH2:52][CH3:53])[CH2:49][CH2:50]4)=[CH:44][C:38]=3[O:37][CH3:36])[N:7]=2)[CH:18]=[CH:19][C:20]=1[O:34][CH3:35]. (4) Given the reactants [N:1]1([CH2:6][CH2:7][O:8][C:9]2[CH:10]=[C:11]3[C:16](=[CH:17][CH:18]=2)[C:15](=[O:19])[CH2:14][CH2:13][CH2:12]3)[CH:5]=[CH:4][N:3]=[CH:2]1.[CH:20]([C:22]1[S:23][CH:24]=[CH:25][N:26]=1)=[O:21].OS(O)(=O)=O, predict the reaction product. The product is: [OH:21][CH:20]([C:22]1[S:23][CH:24]=[CH:25][N:26]=1)[CH:14]1[CH2:13][CH2:12][C:11]2[C:16](=[CH:17][CH:18]=[C:9]([O:8][CH2:7][CH2:6][N:1]3[CH:5]=[CH:4][N:3]=[CH:2]3)[CH:10]=2)[C:15]1=[O:19]. (5) The product is: [CH2:1]([C@H:3]1[N:12]([C:13](=[O:22])[C:14]2[CH:19]=[CH:18][C:17]([O:20][CH3:21])=[CH:16][CH:15]=2)[C:11]2[C:6](=[CH:7][CH:8]=[C:9]([F:23])[CH:10]=2)[N:5]([CH2:26][CH2:27][CH2:28][CH2:29][CH3:30])[C:4]1=[O:24])[CH3:2]. Given the reactants [CH2:1]([C@H:3]1[N:12]([C:13](=[O:22])[C:14]2[CH:19]=[CH:18][C:17]([O:20][CH3:21])=[CH:16][CH:15]=2)[C:11]2[C:6](=[CH:7][CH:8]=[C:9]([F:23])[CH:10]=2)[NH:5][C:4]1=[O:24])[CH3:2].Br[CH2:26][CH2:27][CH2:28][CH2:29][CH3:30].[I-].[K+].C([C@H]1N(C(=O)C2C=CC=C(OC)C=2)C2C(=CC(F)=CC=2)N(C)C1=O)C, predict the reaction product. (6) Given the reactants Cl[C:2]1[C:11]2[C:6](=[CH:7][C:8]([Cl:12])=[CH:9][CH:10]=2)[N:5]=[CH:4][CH:3]=1.[C:13]([O:17][C:18]([N:20]([CH3:26])[CH:21]1[CH2:25][CH2:24][NH:23][CH2:22]1)=[O:19])([CH3:16])([CH3:15])[CH3:14].N12CCN(CC1)CC2, predict the reaction product. The product is: [C:13]([O:17][C:18]([N:20]([CH3:26])[CH:21]1[CH2:25][CH2:24][N:23]([C:2]2[C:11]3[C:6](=[CH:7][C:8]([Cl:12])=[CH:9][CH:10]=3)[N:5]=[CH:4][CH:3]=2)[CH2:22]1)=[O:19])([CH3:16])([CH3:15])[CH3:14].